Dataset: Full USPTO retrosynthesis dataset with 1.9M reactions from patents (1976-2016). Task: Predict the reactants needed to synthesize the given product. (1) Given the product [N+:10]([C:9]1[C:5]([C:3]([NH:20][NH2:21])=[O:2])=[N:6][N:7]([CH:13]2[CH2:18][CH2:17][CH2:16][CH2:15][O:14]2)[CH:8]=1)([O-:12])=[O:11], predict the reactants needed to synthesize it. The reactants are: C[O:2][C:3]([C:5]1[C:9]([N+:10]([O-:12])=[O:11])=[CH:8][N:7]([CH:13]2[CH2:18][CH2:17][CH2:16][CH2:15][O:14]2)[N:6]=1)=O.O.[NH2:20][NH2:21]. (2) The reactants are: [Cl:1][C:2]1[N:3]=[C:4]([Cl:11])[C:5]2[CH:10]=[CH:9][NH:8][C:6]=2[N:7]=1.I[CH:13]([CH3:15])[CH3:14]. Given the product [Cl:1][C:2]1[N:3]=[C:4]([Cl:11])[C:5]2[CH:10]=[CH:9][N:8]([CH:13]([CH3:15])[CH3:14])[C:6]=2[N:7]=1, predict the reactants needed to synthesize it. (3) Given the product [Cl:19][C:16]1[CH:15]=[CH:14][C:13]([CH:4]([NH2:3])[CH:5]([NH2:12])[CH2:6][CH:7]2[CH2:8][CH2:9][CH2:10][CH2:11]2)=[CH:18][CH:17]=1, predict the reactants needed to synthesize it. The reactants are: CO[N:3]=[C:4]([C:13]1[CH:18]=[CH:17][C:16]([Cl:19])=[CH:15][CH:14]=1)[CH:5]([NH2:12])[CH2:6][CH:7]1[CH2:11][CH2:10][CH2:9][CH2:8]1.[Li]. (4) Given the product [F:1][C:2]1[CH:3]=[CH:4][C:5]([C:8]2[C:12]([CH:13]=[O:14])=[C:11]([CH3:15])[O:10][N:9]=2)=[N:6][CH:7]=1, predict the reactants needed to synthesize it. The reactants are: [F:1][C:2]1[CH:3]=[CH:4][C:5]([C:8]2[C:12]([CH2:13][OH:14])=[C:11]([CH3:15])[O:10][N:9]=2)=[N:6][CH:7]=1. (5) Given the product [NH2:18][C:15]1[CH:16]=[CH:17][C:12]([CH2:11][CH2:10][CH:9]([C:4]2[CH:5]=[CH:6][C:7]([Cl:8])=[C:2]([Cl:1])[CH:3]=2)[OH:23])=[CH:13][C:14]=1[OH:21], predict the reactants needed to synthesize it. The reactants are: [Cl:1][C:2]1[CH:3]=[C:4]([C:9](=[O:23])[CH2:10][CH:11](O)[C:12]2[CH:17]=[CH:16][C:15]([N+:18]([O-])=O)=[C:14]([OH:21])[CH:13]=2)[CH:5]=[CH:6][C:7]=1[Cl:8]. (6) Given the product [C:34]([O:38][C:15](=[O:24])[NH:12][CH:1]1[CH2:6][CH2:5][CH:4]=[CH:3][CH2:2]1)([CH3:37])([CH3:36])[CH3:35], predict the reactants needed to synthesize it. The reactants are: [CH:1]1(C(O)=O)[CH2:6][CH2:5][CH:4]=[CH:3][CH2:2]1.C([N:12]([CH2:15]C)CC)C.C1(P(N=[N+]=[N-])(C2C=CC=CC=2)=[O:24])C=CC=CC=1.[C:34]([OH:38])([CH3:37])([CH3:36])[CH3:35]. (7) Given the product [CH2:1]([O:3][P:4]([C:9]1[C:13]([P:14]([O:19][CH2:20][CH3:21])([O:16][CH2:17][CH3:18])=[O:15])=[CH:12][S:11][C:10]=1[C:31]1[S:32][CH:33]=[CH:34][CH:35]=1)([O:6][CH2:7][CH3:8])=[O:5])[CH3:2], predict the reactants needed to synthesize it. The reactants are: [CH2:1]([O:3][P:4]([C:9]1[C:13]([P:14]([O:19][CH2:20][CH3:21])([O:16][CH2:17][CH3:18])=[O:15])=[CH:12][S:11][C:10]=1I)([O:6][CH2:7][CH3:8])=[O:5])[CH3:2].[Cu]C#N.C([Sn](CCCC)(CCCC)[C:31]1[S:32][CH:33]=[CH:34][CH:35]=1)CCC.[F-].[K+]. (8) Given the product [CH3:3][O:4][C:5]1[CH:10]=[C:9]([CH3:11])[C:8]([S:12]([N:15]2[CH2:20][CH2:19][CH2:18][CH2:17][CH:16]2[CH2:21][O:22][CH2:23][C:24]([OH:26])=[O:25])(=[O:14])=[O:13])=[C:7]([CH3:31])[CH:6]=1, predict the reactants needed to synthesize it. The reactants are: [OH-].[Na+].[CH3:3][O:4][C:5]1[CH:10]=[C:9]([CH3:11])[C:8]([S:12]([N:15]2[CH2:20][CH2:19][CH2:18][CH2:17][CH:16]2[CH2:21][O:22][CH2:23][C:24]([O:26]C(C)(C)C)=[O:25])(=[O:14])=[O:13])=[C:7]([CH3:31])[CH:6]=1. (9) Given the product [CH3:39][O:1][CH:2]1[C:31]2[CH:36]=[CH:35][CH:34]=[CH:33][C:32]=2[CH2:37][N:4]2[CH:5]=[N:6][C:7]([C:8]([O:10][CH3:11])=[O:9])=[C:3]12, predict the reactants needed to synthesize it. The reactants are: [OH:1][CH:2]([C:31]1[CH:36]=[CH:35][CH:34]=[CH:33][C:32]=1[CH2:37]O)[C:3]1[N:4]=[CH:5][N:6](C(C2C=CC=CC=2)(C2C=CC=CC=2)C2C=CC=CC=2)[C:7]=1[C:8]([O:10][CH3:11])=[O:9].[C:39](Br)(Br)(Br)Br.C1(P(C2C=CC=CC=2)C2C=CC=CC=2)C=CC=CC=1. (10) Given the product [Cl:15][C:12]1[CH:13]=[CH:14][C:9]([N:6]2[CH2:5][CH2:4][CH:3]([CH2:2][NH:1][CH3:28])[CH2:8][CH2:7]2)=[C:10]([NH:16][C:17]([C:19]2[C:23]3[N:24]=[CH:25][N:26]=[CH:27][C:22]=3[S:21][CH:20]=2)=[O:18])[CH:11]=1, predict the reactants needed to synthesize it. The reactants are: [NH2:1][CH2:2][CH:3]1[CH2:8][CH2:7][N:6]([C:9]2[CH:14]=[CH:13][C:12]([Cl:15])=[CH:11][C:10]=2[NH:16][C:17]([C:19]2[C:23]3[N:24]=[CH:25][N:26]=[CH:27][C:22]=3[S:21][CH:20]=2)=[O:18])[CH2:5][CH2:4]1.[CH:28](O)=O.C=O.[OH-].[Na+].